Dataset: Forward reaction prediction with 1.9M reactions from USPTO patents (1976-2016). Task: Predict the product of the given reaction. (1) Given the reactants [NH2:1][C:2](=[N:39][C:40](=[O:47])[C:41]1[CH:46]=[CH:45][CH:44]=[CH:43][CH:42]=1)[C:3]1[CH:8]=[CH:7][C:6]([NH:9][CH:10]([C:27]2[NH:31][C:30](=[O:32])[N:29]([C:33]3[N:38]=[CH:37][CH:36]=[CH:35][N:34]=3)[N:28]=2)[C:11]2[C:12]([F:26])=[C:13]([CH:21]=[C:22]([O:24][CH3:25])[CH:23]=2)[O:14][CH2:15][CH2:16][O:17][C:18](=[O:20])[CH3:19])=[CH:5][CH:4]=1.Cl[CH2:49][O:50][C:51](=[O:58])[C:52]([CH3:57])([CH3:56])[CH2:53][O:54][CH3:55].C(=O)([O-])O.[K+].CN(C=O)C, predict the reaction product. The product is: [C:18]([O:17][CH2:16][CH2:15][O:14][C:13]1[C:12]([F:26])=[C:11]([CH:10]([NH:9][C:6]2[CH:5]=[CH:4][C:3]([C:2]([NH2:1])=[N:39][C:40](=[O:47])[C:41]3[CH:46]=[CH:45][CH:44]=[CH:43][CH:42]=3)=[CH:8][CH:7]=2)[C:27]2[N:31]=[C:30]([O:32][CH2:49][O:50][C:51](=[O:58])[C:52]([CH3:57])([CH3:56])[CH2:53][O:54][CH3:55])[N:29]([C:33]3[N:34]=[CH:35][CH:36]=[CH:37][N:38]=3)[N:28]=2)[CH:23]=[C:22]([O:24][CH3:25])[CH:21]=1)(=[O:20])[CH3:19]. (2) Given the reactants [NH:1]1[CH2:6][CH2:5][NH:4][CH2:3][CH2:2]1.Br[C:8]1[CH:13]=[CH:12][N:11]=[CH:10][CH:9]=1, predict the reaction product. The product is: [N:11]1[CH:12]=[CH:13][C:8]([N:1]2[CH2:6][CH2:5][NH:4][CH2:3][CH2:2]2)=[CH:9][CH:10]=1. (3) Given the reactants [C:1]([O:5][C:6]([NH:8][C@H:9]([C:20]([NH:22][C@@H:23]([C:25]([NH:27][CH2:28][C@@H:29]([NH:37]C(OCC1C=CC=CC=1)=O)[CH2:30][C:31]1[CH:36]=[CH:35][CH:34]=[CH:33][CH:32]=1)=[O:26])[CH3:24])=[O:21])[CH2:10][C:11]1[C:16]([CH3:17])=[CH:15][C:14]([OH:18])=[CH:13][C:12]=1[CH3:19])=[O:7])([CH3:4])([CH3:3])[CH3:2].C([O-])=O.[NH4+], predict the reaction product. The product is: [C:1]([O:5][C:6]([NH:8][C@H:9]([C:20]([NH:22][C@@H:23]([C:25]([NH:27][CH2:28][C@@H:29]([NH2:37])[CH2:30][C:31]1[CH:36]=[CH:35][CH:34]=[CH:33][CH:32]=1)=[O:26])[CH3:24])=[O:21])[CH2:10][C:11]1[C:16]([CH3:17])=[CH:15][C:14]([OH:18])=[CH:13][C:12]=1[CH3:19])=[O:7])([CH3:2])([CH3:3])[CH3:4]. (4) The product is: [OH:4][P:1]([O:5][P:42]([O:41][P:38]([O:37][P:34]([OH:36])([OH:46])=[O:35])([OH:40])=[O:39])([OH:44])=[O:43])(=[O:2])[OH:3].[C@@H:10]1([N:12]2[CH:19]=[CH:18][C:16](=[O:17])[NH:15][C:13]2=[O:14])[O:11][C@H:7]([CH2:6][OH:5])[C@@H:8]([OH:21])[C@H:9]1[OH:20].[C@@H:51]1([N:53]2[CH:60]=[CH:59][C:57](=[O:58])[NH:56][C:54]2=[O:55])[O:52][C@H:48]([CH2:47][OH:46])[C@@H:49]([OH:62])[C@H:50]1[OH:61]. Given the reactants [P:1]([O:5][CH2:6][C@H:7]1[O:11][C@@H:10]([N:12]2[CH:19]=[CH:18][C:16](=[O:17])[NH:15][C:13]2=[O:14])[C@H:9]([OH:20])[C@@H:8]1[OH:21])([OH:4])([OH:3])=[O:2].C(N1C=CN=C1)(N1C=CN=C1)=O.[P:34]([O:46][CH2:47][C@H:48]1[O:52][C@@H:51]([N:53]2[CH:60]=[CH:59][C:57](=[O:58])[NH:56][C:54]2=[O:55])[C@H:50]([OH:61])[C@@H:49]1[OH:62])([O:37][P:38]([O:41][P:42](O)([OH:44])=[O:43])([OH:40])=[O:39])(=[O:36])[OH:35], predict the reaction product.